Dataset: NCI-60 drug combinations with 297,098 pairs across 59 cell lines. Task: Regression. Given two drug SMILES strings and cell line genomic features, predict the synergy score measuring deviation from expected non-interaction effect. (1) Drug 1: CC1=C(C=C(C=C1)NC(=O)C2=CC=C(C=C2)CN3CCN(CC3)C)NC4=NC=CC(=N4)C5=CN=CC=C5. Drug 2: CC1CCC2CC(C(=CC=CC=CC(CC(C(=O)C(C(C(=CC(C(=O)CC(OC(=O)C3CCCCN3C(=O)C(=O)C1(O2)O)C(C)CC4CCC(C(C4)OC)O)C)C)O)OC)C)C)C)OC. Cell line: SF-268. Synergy scores: CSS=-6.32, Synergy_ZIP=2.98, Synergy_Bliss=-0.217, Synergy_Loewe=-7.49, Synergy_HSA=-6.20. (2) Drug 1: C1=CC(=CC=C1CC(C(=O)O)N)N(CCCl)CCCl.Cl. Drug 2: COCCOC1=C(C=C2C(=C1)C(=NC=N2)NC3=CC=CC(=C3)C#C)OCCOC.Cl. Cell line: HCC-2998. Synergy scores: CSS=5.39, Synergy_ZIP=1.03, Synergy_Bliss=2.12, Synergy_Loewe=-2.78, Synergy_HSA=-2.64. (3) Drug 1: CCC1=CC2CC(C3=C(CN(C2)C1)C4=CC=CC=C4N3)(C5=C(C=C6C(=C5)C78CCN9C7C(C=CC9)(C(C(C8N6C)(C(=O)OC)O)OC(=O)C)CC)OC)C(=O)OC.C(C(C(=O)O)O)(C(=O)O)O. Drug 2: CN(CC1=CN=C2C(=N1)C(=NC(=N2)N)N)C3=CC=C(C=C3)C(=O)NC(CCC(=O)O)C(=O)O. Cell line: UO-31. Synergy scores: CSS=23.4, Synergy_ZIP=-0.805, Synergy_Bliss=-0.941, Synergy_Loewe=-2.30, Synergy_HSA=2.11.